The task is: Predict the product of the given reaction.. This data is from Forward reaction prediction with 1.9M reactions from USPTO patents (1976-2016). (1) Given the reactants [N:1]([CH2:4][CH:5]1[NH:10][C:9]2[C:11](Br)=[CH:12][C:13]([Cl:15])=[CH:14][C:8]=2[O:7][CH2:6]1)=[N+:2]=[N-:3].[Cl:17][C:18]1[CH:23]=[CH:22][CH:21]=[CH:20][C:19]=1B(O)O, predict the reaction product. The product is: [N:1]([CH2:4][CH:5]1[NH:10][C:9]2[C:11]([C:19]3[CH:20]=[CH:21][CH:22]=[CH:23][C:18]=3[Cl:17])=[CH:12][C:13]([Cl:15])=[CH:14][C:8]=2[O:7][CH2:6]1)=[N+:2]=[N-:3]. (2) Given the reactants [S:1]1[CH:5]=[CH:4][N:3]=[C:2]1[NH:6][C:7]([C:9]1[C:10]([C:18]2[CH:23]=[CH:22][CH:21]=[CH:20][CH:19]=2)=[CH:11][C:12]([N+:15]([O-])=O)=[CH:13][CH:14]=1)=[O:8].C(O)(=O)C, predict the reaction product. The product is: [S:1]1[CH:5]=[CH:4][N:3]=[C:2]1[NH:6][C:7]([C:9]1[C:10]([C:18]2[CH:19]=[CH:20][CH:21]=[CH:22][CH:23]=2)=[CH:11][C:12]([NH2:15])=[CH:13][CH:14]=1)=[O:8]. (3) Given the reactants [NH2:1][CH2:2][C:3]1[N:8]=[CH:7][C:6]([NH:9][C:10]2[CH:15]=[CH:14][C:13]([O:16][CH3:17])=[CH:12][C:11]=2[C:18]([F:21])([F:20])[F:19])=[CH:5][C:4]=1[Cl:22].[NH2:23][C:24]1[CH:25]=[C:26]([C:30]([NH:32][C@@:33]2([C:38](O)=[O:39])[CH2:37][CH2:36][O:35][CH2:34]2)=[O:31])[CH:27]=[N:28][CH:29]=1, predict the reaction product. The product is: [NH2:23][C:24]1[CH:29]=[N:28][CH:27]=[C:26]([CH:25]=1)[C:30]([NH:32][C@@:33]1([C:38](=[O:39])[NH:1][CH2:2][C:3]2[C:4]([Cl:22])=[CH:5][C:6]([NH:9][C:10]3[CH:15]=[CH:14][C:13]([O:16][CH3:17])=[CH:12][C:11]=3[C:18]([F:21])([F:19])[F:20])=[CH:7][N:8]=2)[CH2:37][CH2:36][O:35][CH2:34]1)=[O:31].